This data is from Forward reaction prediction with 1.9M reactions from USPTO patents (1976-2016). The task is: Predict the product of the given reaction. (1) Given the reactants [Cl:1][C:2]1[CH:3]=[C:4]([N:8]2[CH:13]=[CH:12][C:11](=[O:14])[C:10]([C:15](=O)[CH:16]=[CH:17][N:18](C)C)=[N:9]2)[CH:5]=[CH:6][CH:7]=1.[C:22]1([NH:28]N)[CH:27]=[CH:26][CH:25]=[CH:24][CH:23]=1, predict the reaction product. The product is: [Cl:1][C:2]1[CH:3]=[C:4]([N:8]2[CH:13]=[CH:12][C:11](=[O:14])[C:10]([C:15]3[N:28]([C:22]4[CH:27]=[CH:26][CH:25]=[CH:24][CH:23]=4)[N:18]=[CH:17][CH:16]=3)=[N:9]2)[CH:5]=[CH:6][CH:7]=1. (2) Given the reactants [C:1]([C:3]1[CH:11]=[CH:10][C:6]([C:7]([OH:9])=[O:8])=[CH:5][CH:4]=1)#[N:2].[NH:12]1[CH2:16][CH2:15][CH2:14][CH2:13]1.[ClH:17].O1CCOCC1, predict the reaction product. The product is: [ClH:17].[NH:2]=[C:1]([N:12]1[CH2:16][CH2:15][CH2:14][CH2:13]1)[C:3]1[CH:11]=[CH:10][C:6]([C:7]([OH:9])=[O:8])=[CH:5][CH:4]=1.